From a dataset of Reaction yield outcomes from USPTO patents with 853,638 reactions. Predict the reaction yield, written as a fraction of the theoretical maximum amount of product (1.0 means a 100% yield; for example, 0.34 means a 34% yield). (1) The reactants are [CH3:1][O:2][C:3]([C:5]1([C:8]2[CH:13]=[CH:12][C:11]([O:14]C)=[C:10]([N+:16]([O-:18])=[O:17])[CH:9]=2)[CH2:7][CH2:6]1)=[O:4].B(Br)(Br)Br.O. The catalyst is C(Cl)Cl. The product is [CH3:1][O:2][C:3]([C:5]1([C:8]2[CH:13]=[CH:12][C:11]([OH:14])=[C:10]([N+:16]([O-:18])=[O:17])[CH:9]=2)[CH2:6][CH2:7]1)=[O:4]. The yield is 0.780. (2) The reactants are [N:1]1([CH2:7][C:8]2[CH:13]=[CH:12][C:11]([N:14]3[CH2:19][CH2:18][O:17][CH2:16][CH2:15]3)=[CH:10][C:9]=2[O:20][C:21]([F:24])([F:23])[F:22])[CH2:6][CH2:5][NH:4][CH2:3][CH2:2]1.[C:25](=O)([O:34]N1C(=O)CCC1=O)[O:26][N:27]1[C:31](=[O:32])[CH2:30][CH2:29][C:28]1=[O:33].C(N(CC)CC)C. The catalyst is C(#N)C. The product is [N:14]1([C:11]2[CH:12]=[CH:13][C:8]([CH2:7][N:1]3[CH2:6][CH2:5][N:4]([C:25]([O:26][N:27]4[C:31](=[O:32])[CH2:30][CH2:29][C:28]4=[O:33])=[O:34])[CH2:3][CH2:2]3)=[C:9]([O:20][C:21]([F:23])([F:24])[F:22])[CH:10]=2)[CH2:15][CH2:16][O:17][CH2:18][CH2:19]1. The yield is 0.380. (3) The reactants are [F:1][C:2]1[CH:7]=[C:6]([CH2:8][CH2:9][N+:10]([O-])=O)[CH:5]=[CH:4][N:3]=1.C([O-])=O.[NH4+]. The catalyst is CO.[Pd]. The product is [F:1][C:2]1[CH:7]=[C:6]([CH2:8][CH2:9][NH2:10])[CH:5]=[CH:4][N:3]=1. The yield is 0.450. (4) The catalyst is CO. The reactants are O=[C:2]([CH2:8][CH3:9])[CH2:3][C:4]([O:6][CH3:7])=[O:5].C([O-])(=O)C.[NH4+:14].C[O-].[Na+]. The yield is 0.635. The product is [NH2:14][C@H:2]([CH2:8][CH3:9])[CH2:3][C:4]([O:6][CH3:7])=[O:5]. (5) The reactants are Br[C:2]1[C:10]2[C:6](=[N:7][S:8][N:9]=2)[C:5](Br)=[CH:4][C:3]=1Cl.C[Sn](C)(C)[C:15]1[S:16][CH:17]=[C:18]([CH2:20][CH2:21][CH2:22][CH2:23][CH2:24][CH2:25][CH2:26][CH2:27][CH2:28][CH2:29][CH2:30][CH3:31])[CH:19]=1.[CH3:55][C:50]1[CH:51]=[CH:52][CH:53]=[CH:54][C:49]=1P([C:49]1[CH:54]=[CH:53][CH:52]=[CH:51][C:50]=1[CH3:55])[C:49]1[CH:54]=[CH:53][CH:52]=[CH:51][C:50]=1[CH3:55]. The catalyst is C1C=CC(/C=C/C(/C=C/C2C=CC=CC=2)=O)=CC=1.C1C=CC(/C=C/C(/C=C/C2C=CC=CC=2)=O)=CC=1.C1C=CC(/C=C/C(/C=C/C2C=CC=CC=2)=O)=CC=1.[Pd].[Pd]. The product is [CH2:20]([C:18]1[CH:19]=[C:15]([C:2]2[C:10]3[C:6](=[N:7][S:8][N:9]=3)[C:5]([C:15]3[S:16][CH:17]=[C:18]([CH2:20][CH2:21][CH2:22][CH2:23][CH2:24][CH2:49][CH2:54][CH2:53][CH2:52][CH2:51][CH2:50][CH3:55])[CH:19]=3)=[CH:4][CH:3]=2)[S:16][CH:17]=1)[CH2:21][CH2:22][CH2:23][CH2:24][CH2:25][CH2:26][CH2:27][CH2:28][CH2:29][CH2:30][CH3:31]. The yield is 0.170. (6) The reactants are [F:1][C:2]1[CH:11]=[C:10]([CH:12]=[O:13])[C:9]([CH3:14])=[CH:8][C:3]=1[C:4](OC)=[O:5].O.[CH3:16][N:17](C=O)C. The catalyst is CN. The product is [F:1][C:2]1[CH:11]=[C:10]([CH:12]=[O:13])[C:9]([CH3:14])=[CH:8][C:3]=1[C:4]([NH:17][CH3:16])=[O:5]. The yield is 0.920. (7) The reactants are [BH4-].[Na+].Br.[Br:4][C:5]1[S:13][C:8]2[CH2:9][NH:10][CH2:11][CH2:12][C:7]=2[CH:6]=1.[C:14](O)(=O)[CH3:15]. The catalyst is O1CCCC1. The product is [Br:4][C:5]1[S:13][C:8]2[CH2:9][N:10]([CH2:14][CH3:15])[CH2:11][CH2:12][C:7]=2[CH:6]=1. The yield is 0.960. (8) The reactants are Cl.[NH2:2][C@@H:3]([C:8]1[CH:13]=[CH:12][C:11]([OH:14])=[CH:10][CH:9]=1)[C:4]([O:6][CH3:7])=[O:5].[C:15](O[C:15]([O:17][C:18]([CH3:21])([CH3:20])[CH3:19])=[O:16])([O:17][C:18]([CH3:21])([CH3:20])[CH3:19])=[O:16].C(N(CC)CC)C. The catalyst is C(Cl)Cl. The product is [CH3:7][O:6][C:4](=[O:5])[CH:3]([NH:2][C:15]([O:17][C:18]([CH3:21])([CH3:20])[CH3:19])=[O:16])[C:8]1[CH:9]=[CH:10][C:11]([OH:14])=[CH:12][CH:13]=1. The yield is 1.00.